The task is: Predict the reactants needed to synthesize the given product.. This data is from Full USPTO retrosynthesis dataset with 1.9M reactions from patents (1976-2016). (1) Given the product [Cl:5][C:6]1[CH:7]=[CH:8][C:9]2[CH2:18][CH2:17][CH2:16][C:15]3[N:14]=[C:13]([C:19]4[CH:20]=[CH:21][CH:22]=[CH:23][CH:24]=4)[NH:12][C:11]=3[C:10]=2[CH:26]=1, predict the reactants needed to synthesize it. The reactants are: P(Cl)(Cl)Cl.[Cl:5][C:6]1[CH:7]=[CH:8][C:9]2[CH2:18][CH2:17][CH2:16][C:15]3[N:14]=[C:13]([C:19]4[CH:24]=[CH:23][CH:22]=[CH:21][CH:20]=4)[N:12](O)[C:11]=3[C:10]=2[CH:26]=1.O.C(=O)(O)[O-].[Na+]. (2) Given the product [CH2:22]([O:21][C:19](=[O:20])/[CH:24]=[CH:13]/[C:12]1[CH:15]=[C:16]([F:17])[C:9]([O:8][CH2:1][C:2]2[CH:7]=[CH:6][CH:5]=[CH:4][CH:3]=2)=[C:10]([F:18])[CH:11]=1)[CH3:23], predict the reactants needed to synthesize it. The reactants are: [CH2:1]([O:8][C:9]1[C:16]([F:17])=[CH:15][C:12]([CH:13]=O)=[CH:11][C:10]=1[F:18])[C:2]1[CH:7]=[CH:6][CH:5]=[CH:4][CH:3]=1.[C:19]([CH:24]=P(C1C=CC=CC=1)(C1C=CC=CC=1)C1C=CC=CC=1)([O:21][CH2:22][CH3:23])=[O:20]. (3) Given the product [CH2:10]([N:20]([CH3:21])[C:81](=[O:83])[C:80]1[CH:84]=[CH:85][CH:86]=[C:78]([C:76]([NH:75][C@@H:65]([CH2:66][C:67]2[CH:68]=[C:69]([F:74])[CH:70]=[C:71]([F:73])[CH:72]=2)[C@H:64]([OH:87])[C@H:56]2[CH2:57][C@@H:58]([O:60][CH2:61][CH2:62][CH3:63])[CH2:59][NH:55]2)=[O:77])[CH:79]=1)[CH2:9][CH2:32][CH3:36], predict the reactants needed to synthesize it. The reactants are: [Si](O[C@H:9]([C@H:32]1[CH2:36][C@@H](OCCC)CN1C(OC(C)(C)C)=O)[C@@H:10]([NH:20][C:21](=O)C1C=CC=C(C(=O)N)C=1)CC1C=C(F)C=C(F)C=1)(C(C)(C)C)(C)C.C(OC([N:55]1[CH2:59][C@H:58]([O:60][CH2:61][CH2:62][CH3:63])[CH2:57][C@@H:56]1[C@@H:64]([O:87][Si](C(C)(C)C)(C)C)[C@@H:65]([NH:75][C:76]([C:78]1[CH:79]=[C:80]([CH:84]=[CH:85][CH:86]=1)[C:81]([OH:83])=O)=[O:77])[CH2:66][C:67]1[CH:72]=[C:71]([F:73])[CH:70]=[C:69]([F:74])[CH:68]=1)=O)(C)(C)C.CN(C(ON1N=NC2C=CC=NC1=2)=[N+](C)C)C.F[P-](F)(F)(F)(F)F.CNCCCC.